From a dataset of Catalyst prediction with 721,799 reactions and 888 catalyst types from USPTO. Predict which catalyst facilitates the given reaction. Reactant: [CH2:1]([O:15][C:16]1[CH:17]=[C:18]([CH:22]=[C:23]([O:40][CH2:41][CH2:42][CH2:43][CH2:44][CH2:45][CH2:46][CH2:47][CH2:48][CH2:49][CH2:50][CH:51]=[CH:52][CH:53]=[CH2:54])[C:24]=1[O:25][CH2:26][CH2:27][CH2:28][CH2:29][CH2:30][CH2:31][CH2:32][CH2:33][CH2:34][CH2:35][CH:36]=[CH:37][CH:38]=[CH2:39])[C:19]([O-:21])=[O:20])[CH2:2][CH2:3][CH2:4][CH2:5][CH2:6][CH2:7][CH2:8][CH2:9][CH2:10][CH:11]=[CH:12][CH:13]=[CH2:14].[OH-].[Na+].Cl. Product: [CH2:41]([O:40][C:23]1[CH:22]=[C:18]([CH:17]=[C:16]([O:15][CH2:1][CH2:2][CH2:3][CH2:4][CH2:5][CH2:6][CH2:7][CH2:8][CH2:9][CH2:10][CH:11]=[CH:12][CH:13]=[CH2:14])[C:24]=1[O:25][CH2:26][CH2:27][CH2:28][CH2:29][CH2:30][CH2:31][CH2:32][CH2:33][CH2:34][CH2:35][CH:36]=[CH:37][CH:38]=[CH2:39])[C:19]([OH:21])=[O:20])[CH2:42][CH2:43][CH2:44][CH2:45][CH2:46][CH2:47][CH2:48][CH2:49][CH2:50][CH:51]=[CH:52][CH:53]=[CH2:54]. The catalyst class is: 40.